This data is from Catalyst prediction with 721,799 reactions and 888 catalyst types from USPTO. The task is: Predict which catalyst facilitates the given reaction. (1) Reactant: [F:1][C:2]([F:7])([F:6])[C:3]([OH:5])=[O:4].[O:8]1[C:12]2[CH:13]=[CH:14][CH:15]=[CH:16][C:11]=2[N:10]=[C:9]1[C@H:17]1[CH2:21][CH2:20][CH2:19][N:18]1C(OC(C)(C)C)=O. Product: [F:1][C:2]([F:7])([F:6])[C:3]([OH:5])=[O:4].[NH:18]1[CH2:19][CH2:20][CH2:21][C@@H:17]1[C:9]1[O:8][C:12]2[CH:13]=[CH:14][CH:15]=[CH:16][C:11]=2[N:10]=1. The catalyst class is: 4. (2) Reactant: [CH2:1]([O:8][C:9]1[C:14]([F:15])=[CH:13][C:12](OB(O)O)=[CH:11][C:10]=1[F:20])[C:2]1[CH:7]=[CH:6][CH:5]=[CH:4][CH:3]=1.Br[C:22]1[N:23]=[C:24]([N:32]2[CH2:37][CH2:36][N:35]([CH2:38][CH3:39])[CH2:34][CH2:33]2)[C:25]2[C:30]([CH:31]=1)=[CH:29][CH:28]=[CH:27][CH:26]=2.C(=O)([O-])[O-].[Na+].[Na+]. Product: [CH2:38]([N:35]1[CH2:34][CH2:33][N:32]([C:24]2[C:25]3[C:30](=[CH:29][CH:28]=[CH:27][CH:26]=3)[CH:31]=[C:22]([C:12]3[CH:13]=[C:14]([F:15])[C:9]([O:8][CH2:1][C:2]4[CH:7]=[CH:6][CH:5]=[CH:4][CH:3]=4)=[C:10]([F:20])[CH:11]=3)[N:23]=2)[CH2:37][CH2:36]1)[CH3:39]. The catalyst class is: 109. (3) Reactant: [NH2:1][C:2]1[C:11]([C:12]#[C:13][Si](C)(C)C)=[C:10]2[C:5]([C:6](=[O:28])[N:7]([C:21]3[CH:26]=[CH:25][C:24]([Cl:27])=[CH:23][CH:22]=3)[C:8]([CH:18]([CH3:20])[CH3:19])=[N:9]2)=[CH:4][CH:3]=1.[F-].C([N+](CCCC)(CCCC)CCCC)CCC. Product: [NH2:1][C:2]1[C:11]([C:12]#[CH:13])=[C:10]2[C:5]([C:6](=[O:28])[N:7]([C:21]3[CH:22]=[CH:23][C:24]([Cl:27])=[CH:25][CH:26]=3)[C:8]([CH:18]([CH3:20])[CH3:19])=[N:9]2)=[CH:4][CH:3]=1. The catalyst class is: 1. (4) Reactant: [C:1]([O:5][C:6](=[O:26])[N:7]([CH2:12][CH2:13][CH2:14][NH:15]C(OCC1C=CC=CC=1)=O)[CH2:8][CH:9]1[CH2:11][CH2:10]1)([CH3:4])([CH3:3])[CH3:2]. Product: [C:1]([O:5][C:6](=[O:26])[N:7]([CH2:12][CH2:13][CH2:14][NH2:15])[CH2:8][CH:9]1[CH2:10][CH2:11]1)([CH3:4])([CH3:2])[CH3:3]. The catalyst class is: 29. (5) Reactant: C(N(CC)CC)C.[CH3:20][C:19]([O:18][C:16](O[C:16]([O:18][C:19]([CH3:22])([CH3:21])[CH3:20])=[O:17])=[O:17])([CH3:22])[CH3:21].[CH2:23]([O:30][C:31]1[CH:32]=[CH:33][C:34]2[C@H:43]3[C@H:39]([CH2:40][NH:41][CH2:42]3)[O:38][CH2:37][C:35]=2[CH:36]=1)[C:24]1[CH:29]=[CH:28][CH:27]=[CH:26][CH:25]=1. Product: [CH2:23]([O:30][C:31]1[CH:32]=[CH:33][C:34]2[C@H:43]3[C@H:39]([CH2:40][N:41]([C:16]([O:18][C:19]([CH3:20])([CH3:21])[CH3:22])=[O:17])[CH2:42]3)[O:38][CH2:37][C:35]=2[CH:36]=1)[C:24]1[CH:25]=[CH:26][CH:27]=[CH:28][CH:29]=1. The catalyst class is: 166. (6) Reactant: [CH3:1][C:2]([CH3:33])([CH3:32])[CH2:3][O:4][C:5]1[N:6]=[C:7]([N:23]2[CH2:27][CH2:26][C@H:25]([NH:28][C:29](=[O:31])[CH3:30])[CH2:24]2)[C:8]2[N:13]=[N:12][N:11](CC3C=CC(OC)=CC=3)[C:9]=2[N:10]=1. Product: [CH3:1][C:2]([CH3:33])([CH3:32])[CH2:3][O:4][C:5]1[N:6]=[C:7]([N:23]2[CH2:27][CH2:26][C@H:25]([NH:28][C:29](=[O:31])[CH3:30])[CH2:24]2)[C:8]2[N:13]=[N:12][NH:11][C:9]=2[N:10]=1. The catalyst class is: 19. (7) Reactant: C(=[N:14][C:15]1[CH:24]=[CH:23][CH:22]=[C:21]2[C:16]=1[CH2:17][C:18](=[O:27])[N:19]([CH2:25][CH3:26])[CH2:20]2)(C1C=CC=CC=1)C1C=CC=CC=1.C([O-])(=O)C.[Na+].Cl.NO.[OH-].[Na+]. Product: [NH2:14][C:15]1[CH:24]=[CH:23][CH:22]=[C:21]2[C:16]=1[CH2:17][C:18](=[O:27])[N:19]([CH2:25][CH3:26])[CH2:20]2. The catalyst class is: 5.